Dataset: Full USPTO retrosynthesis dataset with 1.9M reactions from patents (1976-2016). Task: Predict the reactants needed to synthesize the given product. Given the product [CH3:16][Si:17]([CH3:24])([CH3:23])[CH2:18][CH2:19][O:20][CH2:21][N:1]1[C:5]2=[N:6][CH:7]=[CH:8][CH:9]=[C:4]2[C:3]([C:10]([O:12][CH3:13])=[O:11])=[N:2]1, predict the reactants needed to synthesize it. The reactants are: [NH:1]1[C:5]2=[N:6][CH:7]=[CH:8][CH:9]=[C:4]2[C:3]([C:10]([O:12][CH3:13])=[O:11])=[N:2]1.[H-].[Na+].[CH3:16][Si:17]([CH3:24])([CH3:23])[CH2:18][CH2:19][O:20][CH2:21]Cl.